This data is from Full USPTO retrosynthesis dataset with 1.9M reactions from patents (1976-2016). The task is: Predict the reactants needed to synthesize the given product. (1) The reactants are: [CH3:1][C:2]1(C)OCC(CO[C:10]2[C:15](C)=[CH:14]N=[C:12]([CH2:17]S(C3NC4C=CC=CC=4N=3)=O)[C:11]=2C)C[O:3]1. Given the product [CH3:14][CH2:15][CH2:10][CH2:11][CH2:12][CH3:17].[CH2:2]([OH:3])[CH3:1], predict the reactants needed to synthesize it. (2) Given the product [F:8][C:6]1[CH:5]=[CH:4][C:3]([C:9]2[N:14]=[CH:13][N:12]=[C:11]([NH:15][C:16]3[CH:21]=[CH:20][CH:19]=[C:18]([CH2:22][S:23]([CH3:26])(=[O:25])=[O:24])[CH:17]=3)[N:10]=2)=[C:2]([O:31][CH2:30][C:29]2[CH:32]=[C:33]([F:37])[CH:34]=[C:35]([F:36])[C:28]=2[F:27])[CH:7]=1, predict the reactants needed to synthesize it. The reactants are: F[C:2]1[CH:7]=[C:6]([F:8])[CH:5]=[CH:4][C:3]=1[C:9]1[N:14]=[CH:13][N:12]=[C:11]([NH:15][C:16]2[CH:21]=[CH:20][CH:19]=[C:18]([CH2:22][S:23]([CH3:26])(=[O:25])=[O:24])[CH:17]=2)[N:10]=1.[F:27][C:28]1[C:35]([F:36])=[CH:34][C:33]([F:37])=[CH:32][C:29]=1[CH2:30][OH:31]. (3) Given the product [CH3:13][C:10]1([CH3:14])[O:9][CH:8]([CH2:7][C:6]2[CH:15]=[C:2]([C:33]3[CH:34]=[CH:35][N:30]=[CH:31][CH:32]=3)[CH:3]=[CH:4][C:5]=2[O:16][CH3:17])[CH2:12][O:11]1, predict the reactants needed to synthesize it. The reactants are: Br[C:2]1[CH:3]=[CH:4][C:5]([O:16][CH3:17])=[C:6]([CH:15]=1)[CH2:7][CH:8]1[CH2:12][O:11][C:10]([CH3:14])([CH3:13])[O:9]1.C(=O)([O-])[O-].[Na+].[Na+].COCCOC.[N:30]1[CH:35]=[CH:34][C:33](B(O)O)=[CH:32][CH:31]=1. (4) Given the product [CH3:39][CH2:38][O:57][C:21]([C:22]1[CH:23]=[CH:24][C:25]([NH2:106])=[CH:26][CH:27]=1)=[O:20], predict the reactants needed to synthesize it. The reactants are: P([O-])([O:20][CH2:21][CH2:22][CH2:23][CH2:24][CH2:25][CH2:26][CH2:27]CCCCCCCCC)(OCCCCCCCCCCCCCCCC)=O.[C:38]([O:57]CC(CO)O)(=O)[CH2:39]CCCCCCCCCCCCCCCC.C([O-])(=O)CCCCCCCCCCCCCCCCC.O(C(O)C)C1C=CC=CC=1.C1C(OCC(O)COC([NH2:106])=O)=CC=C(Cl)C=1.C=CCC1C=CC(O)=C(C2C=C(CC=C)C=CC=2O)C=1.CC1C=C(N(C(OC2C=CC3C=CC=CC=3C=2)=S)C)C=CC=1.C(OCC)(=O)CC(CC(OCC)=O)(C(OCC)=O)O. (5) Given the product [C:1]([C:5]1[N:9]([CH2:10][CH:11]2[CH2:16][CH2:15][O:14][CH2:13][CH2:12]2)[C:8]2[CH:17]=[CH:18][C:19]([S:21]([NH:25][C:26]3[CH:31]=[CH:30][CH:29]=[CH:28][CH:27]=3)(=[O:23])=[O:22])=[CH:20][C:7]=2[N:6]=1)([CH3:4])([CH3:3])[CH3:2], predict the reactants needed to synthesize it. The reactants are: [C:1]([C:5]1[N:9]([CH2:10][CH:11]2[CH2:16][CH2:15][O:14][CH2:13][CH2:12]2)[C:8]2[CH:17]=[CH:18][C:19]([S:21](Cl)(=[O:23])=[O:22])=[CH:20][C:7]=2[N:6]=1)([CH3:4])([CH3:3])[CH3:2].[NH2:25][C:26]1[CH:31]=[CH:30][CH:29]=[CH:28][CH:27]=1. (6) Given the product [CH2:29]([O:27][CH:25]([C:23]1[CH:22]=[CH:21][C:20]2[N:16]([C:12]3[CH:13]=[CH:14][CH:15]=[C:10]([CH2:9][O:8][CH2:7][C:6]4[N:2]([CH3:1])[N:3]=[CH:4][N:5]=4)[CH:11]=3)[CH:17]=[N:18][C:19]=2[CH:24]=1)[CH3:26])[CH3:30], predict the reactants needed to synthesize it. The reactants are: [CH3:1][N:2]1[C:6]([CH2:7][O:8][CH2:9][C:10]2[CH:11]=[C:12]([N:16]3[C:20]4[CH:21]=[CH:22][C:23]([CH:25]([OH:27])[CH3:26])=[CH:24][C:19]=4[N:18]=[CH:17]3)[CH:13]=[CH:14][CH:15]=2)=[N:5][CH:4]=[N:3]1.I[CH2:29][CH3:30]. (7) Given the product [Cl:12][C:5]1[N:4]=[CH:3][C:2]([CH:17]2[CH2:16][CH2:15][CH:14]=[CH:13]2)=[CH:11][C:6]=1[C:7]([O:9][CH3:10])=[O:8], predict the reactants needed to synthesize it. The reactants are: Br[C:2]1[CH:3]=[N:4][C:5]([Cl:12])=[C:6]([CH:11]=1)[C:7]([O:9][CH3:10])=[O:8].[CH:13]1[CH2:17][CH2:16][CH2:15][CH:14]=1.C1(C)C=CC=CC=1P(C1C=CC=CC=1C)C1C=CC=CC=1C.C(N(CC)CC)C.